From a dataset of Full USPTO retrosynthesis dataset with 1.9M reactions from patents (1976-2016). Predict the reactants needed to synthesize the given product. (1) The reactants are: Cl.[NH2:2][C@H:3]1[CH2:7][CH2:6][CH2:5][C@@H:4]1[NH:8][C:9](=[O:22])[C:10]1[CH:15]=[C:14]([CH3:16])[CH:13]=[CH:12][C:11]=1[N:17]1[N:21]=[CH:20][CH:19]=[N:18]1.CCN(C(C)C)C(C)C.[Cl:32][C:33]1[CH:38]=[N:37][C:36](Cl)=[CH:35][N:34]=1.O. Given the product [Cl:32][C:33]1[N:34]=[CH:35][C:36]([NH:2][C@H:3]2[CH2:7][CH2:6][CH2:5][C@@H:4]2[NH:8][C:9](=[O:22])[C:10]2[CH:15]=[C:14]([CH3:16])[CH:13]=[CH:12][C:11]=2[N:17]2[N:18]=[CH:19][CH:20]=[N:21]2)=[N:37][CH:38]=1, predict the reactants needed to synthesize it. (2) Given the product [Br:1][C:2]1[CH:3]=[C:4]([CH:7]=[CH:8][C:9]=1[O:10][CH2:18][CH:19]1[CH2:21][CH2:20]1)[CH:5]=[O:6], predict the reactants needed to synthesize it. The reactants are: [Br:1][C:2]1[CH:3]=[C:4]([CH:7]=[CH:8][C:9]=1[OH:10])[CH:5]=[O:6].C([O-])([O-])=O.[K+].[K+].Br[CH2:18][CH:19]1[CH2:21][CH2:20]1. (3) Given the product [C:11]([O:10][C:9]([N:8]([C@H:16]1[CH2:24][O:23][CH2:22][C@H:21]([O:25][CH2:33][CH:32]=[CH2:31])[C@@H:20]([O:26][CH2:44][CH:40]=[CH2:41])[C@H:19]([CH3:27])[O:18][C:17]1=[O:28])[C:6](=[O:7])[O:5][C:1]([CH3:2])([CH3:3])[CH3:4])=[O:15])([CH3:14])([CH3:13])[CH3:12], predict the reactants needed to synthesize it. The reactants are: [C:1]([O:5][C:6]([N:8]([C@H:16]1[CH2:24][O:23][CH2:22][C@H:21]([OH:25])[C@@H:20]([OH:26])[C@H:19]([CH3:27])[O:18][C:17]1=[O:28])[C:9](=[O:15])[O:10][C:11]([CH3:14])([CH3:13])[CH3:12])=[O:7])([CH3:4])([CH3:3])[CH3:2].C(=O)(OC(C)(C)C)O[CH2:31][CH:32]=[CH2:33].[CH2:40]1[CH2:44]OC[CH2:41]1. (4) Given the product [CH3:19][CH2:20][C:6]1[CH:7]=[CH:2][C:3]([O:12][C:13]([N:15]([CH3:16])[CH3:17])=[O:14])=[C:4]([NH+:8]([CH3:10])[CH3:11])[CH:5]=1.[Cl-:25], predict the reactants needed to synthesize it. The reactants are: C[C:2]1[CH:7]=[CH:6][CH:5]=[C:4]([N+:8]([CH3:11])([CH3:10])C)[C:3]=1[O:12][C:13]([N:15]([CH3:17])[CH3:16])=[O:14].[I-].[CH:19]1C=C([Cl:25])C=C(C(OO)=O)[CH:20]=1. (5) Given the product [F:1][C:2]1[CH:7]=[CH:6][C:5]([O:8][CH2:10][C:11]([N:13]2[CH2:14][CH2:15][N:16]([S:19]([C:22]3[CH:31]=[CH:30][C:29]4[C:24](=[CH:25][CH:26]=[CH:27][CH:28]=4)[CH:23]=3)(=[O:20])=[O:21])[CH2:17][CH2:18]2)=[O:12])=[CH:4][CH:3]=1, predict the reactants needed to synthesize it. The reactants are: [F:1][C:2]1[CH:7]=[CH:6][C:5]([OH:8])=[CH:4][CH:3]=1.Cl[CH2:10][C:11]([N:13]1[CH2:18][CH2:17][N:16]([S:19]([C:22]2[CH:31]=[CH:30][C:29]3[C:24](=[CH:25][CH:26]=[CH:27][CH:28]=3)[CH:23]=2)(=[O:21])=[O:20])[CH2:15][CH2:14]1)=[O:12].C(=O)([O-])[O-].[K+].[K+].O. (6) Given the product [NH3:7].[CH2:1]([N:7]1[CH2:8][CH:9]2[CH:11]([C:10]2([C:14]2[CH:19]=[CH:18][CH:17]=[CH:16][C:15]=2[NH:20][S:22]([CH3:21])(=[O:24])=[O:23])[CH3:13])[CH2:12]1)[CH2:2][CH2:3][CH2:4][CH2:5][CH3:6], predict the reactants needed to synthesize it. The reactants are: [CH2:1]([N:7]1[CH2:12][CH:11]2[CH:9]([C:10]2([C:14]2[CH:19]=[CH:18][CH:17]=[CH:16][C:15]=2[NH2:20])[CH3:13])[CH2:8]1)[CH2:2][CH2:3][CH2:4][CH2:5][CH3:6].[CH3:21][S:22](Cl)(=[O:24])=[O:23].ClCCl. (7) Given the product [CH3:39][C:31]1[CH:30]=[C:29]([S:28][C:25]2[N:24]=[C:23]3[N:40]([CH3:41])[C:20]([CH2:19][O:3][C:4]4[CH:17]=[CH:16][C:7]([CH2:8][CH:9]5[S:13][C:12](=[O:14])[NH:11][C:10]5=[O:15])=[CH:6][CH:5]=4)=[N:21][C:22]3=[CH:27][CH:26]=2)[CH:34]=[C:33]([CH3:35])[C:32]=1[N+:36]([O-:38])=[O:37], predict the reactants needed to synthesize it. The reactants are: [H-].[Na+].[OH:3][C:4]1[CH:17]=[CH:16][C:7]([CH2:8][CH:9]2[S:13][C:12](=[O:14])[NH:11][C:10]2=[O:15])=[CH:6][CH:5]=1.Cl[CH2:19][C:20]1[N:40]([CH3:41])[C:23]2=[N:24][C:25]([S:28][C:29]3[CH:34]=[C:33]([CH3:35])[C:32]([N+:36]([O-:38])=[O:37])=[C:31]([CH3:39])[CH:30]=3)=[CH:26][CH:27]=[C:22]2[N:21]=1.